This data is from Catalyst prediction with 721,799 reactions and 888 catalyst types from USPTO. The task is: Predict which catalyst facilitates the given reaction. (1) Reactant: [F:1][C:2]1[C:7]([O:8][CH3:9])=[CH:6][C:5]([O:10][CH3:11])=[C:4]([F:12])[C:3]=1[N:13]1[CH2:22][C:21]2[CH:20]=[N:19][C:18]3[N:23](S(C4C=CC=CC=4)(=O)=O)[C:24]([CH2:26][CH2:27][N:28]4[CH2:33][CH2:32][O:31][CH2:30][CH2:29]4)=[CH:25][C:17]=3[C:16]=2[C:15]([CH3:44])([CH3:43])[C:14]1=[O:45].CC(C)([O-])C.[K+]. Product: [F:12][C:4]1[C:5]([O:10][CH3:11])=[CH:6][C:7]([O:8][CH3:9])=[C:2]([F:1])[C:3]=1[N:13]1[CH2:22][C:21]2[CH:20]=[N:19][C:18]3[NH:23][C:24]([CH2:26][CH2:27][N:28]4[CH2:29][CH2:30][O:31][CH2:32][CH2:33]4)=[CH:25][C:17]=3[C:16]=2[C:15]([CH3:43])([CH3:44])[C:14]1=[O:45]. The catalyst class is: 1. (2) Reactant: [CH2:1]([O:8][C:9](=[O:53])[NH:10][C@@H:11]1[C:14](=[O:15])[N:13](CC2C=CC(OC)=CC=2OC)[C@@H:12]1[CH2:27][N:28]1[N:32]=[C:31]([CH:33]([O:35][Si:36]([C:49]([CH3:52])([CH3:51])[CH3:50])([C:43]2[CH:48]=[CH:47][CH:46]=[CH:45][CH:44]=2)[C:37]2[CH:42]=[CH:41][CH:40]=[CH:39][CH:38]=2)[CH3:34])[CH:30]=[N:29]1)[C:2]1[CH:7]=[CH:6][CH:5]=[CH:4][CH:3]=1.OP([O-])([O-])=O.[K+].[K+]. Product: [CH2:1]([O:8][C:9](=[O:53])[NH:10][C@@H:11]1[C:14](=[O:15])[NH:13][C@@H:12]1[CH2:27][N:28]1[N:32]=[C:31]([CH:33]([O:35][Si:36]([C:49]([CH3:52])([CH3:51])[CH3:50])([C:43]2[CH:44]=[CH:45][CH:46]=[CH:47][CH:48]=2)[C:37]2[CH:42]=[CH:41][CH:40]=[CH:39][CH:38]=2)[CH3:34])[CH:30]=[N:29]1)[C:2]1[CH:7]=[CH:6][CH:5]=[CH:4][CH:3]=1. The catalyst class is: 47. (3) Reactant: C([Si](CC)(CC)[C:4]1[NH:5][CH:6]=[CH:7][N:8]=1)C.[C:13]([Li])(C)(C)C.CCCCC.[C:23]([C:25]1[CH:32]=[CH:31][C:28]([CH:29]=[O:30])=[CH:27][CH:26]=1)#[N:24]. Product: [OH:30][CH:29]([C:7]1[N:8]([CH3:13])[CH:4]=[N:5][CH:6]=1)[C:28]1[CH:31]=[CH:32][C:25]([C:23]#[N:24])=[CH:26][CH:27]=1. The catalyst class is: 1.